Dataset: Reaction yield outcomes from USPTO patents with 853,638 reactions. Task: Predict the reaction yield, written as a fraction of the theoretical maximum amount of product (1.0 means a 100% yield; for example, 0.34 means a 34% yield). The reactants are [F:1][C:2]1([F:9])[CH2:7][CH2:6][C:5](=[O:8])[CH:4]=[CH:3]1.C1COCC1.C(=O)([O-])[O-].[K+].[K+].[I:21]I. The catalyst is CN(C1C=CN=CC=1)C.O. The product is [F:1][C:2]1([F:9])[CH2:7][CH2:6][C:5](=[O:8])[C:4]([I:21])=[CH:3]1. The yield is 0.750.